From a dataset of Full USPTO retrosynthesis dataset with 1.9M reactions from patents (1976-2016). Predict the reactants needed to synthesize the given product. (1) Given the product [NH2:2][C:1]1[NH:21][N:20]=[C:4]([C:6]2[CH:11]=[CH:10][N:9]=[C:8]([NH:12][C:13](=[O:18])[C:14]([CH3:17])([CH3:16])[CH3:15])[CH:7]=2)[CH:3]=1, predict the reactants needed to synthesize it. The reactants are: [C:1]([CH2:3][C:4]([C:6]1[CH:11]=[CH:10][N:9]=[C:8]([NH:12][C:13](=[O:18])[C:14]([CH3:17])([CH3:16])[CH3:15])[CH:7]=1)=O)#[N:2].O.[NH2:20][NH2:21].Cl. (2) Given the product [F:1][C:2]1[C:3]2[C:9]([CH3:10])=[C:19]([C:20](=[O:24])[CH:21]([CH3:23])[CH3:22])[O:8][C:4]=2[CH:5]=[CH:6][CH:7]=1, predict the reactants needed to synthesize it. The reactants are: [F:1][C:2]1[CH:7]=[CH:6][CH:5]=[C:4]([OH:8])[C:3]=1[C:9](=O)[CH3:10].C(=O)([O-])[O-].[K+].[K+].Br[CH2:19][C:20](=[O:24])[CH:21]([CH3:23])[CH3:22]. (3) Given the product [C:1]([CH:5]1[N:14]2[C:9](=[CH:10][C:11](=[O:20])[C:12]([C:15]([O:17][CH2:18][CH3:19])=[O:16])=[CH:13]2)[C:8]2[CH:21]=[C:22]([O:26][CH3:27])[C:23]([O:25][CH2:35][CH2:29][CH2:30][CH2:31][CH2:32][CH2:33][OH:34])=[CH:24][C:7]=2[CH2:6]1)([CH3:2])([CH3:3])[CH3:4], predict the reactants needed to synthesize it. The reactants are: [C:1]([CH:5]1[N:14]2[C:9](=[CH:10][C:11](=[O:20])[C:12]([C:15]([O:17][CH2:18][CH3:19])=[O:16])=[CH:13]2)[C:8]2[CH:21]=[C:22]([O:26][CH3:27])[C:23]([OH:25])=[CH:24][C:7]=2[CH2:6]1)([CH3:4])([CH3:3])[CH3:2].Br[CH2:29][CH2:30][CH2:31][CH2:32][CH2:33][OH:34].[C:35]([O-])([O-])=O.[K+].[K+]. (4) Given the product [CH:28]1([C:26]2[CH:27]=[C:23]([N:6]3[CH2:7][C@H:8]([S:10]([C:13]4[CH:18]=[CH:17][CH:16]=[CH:15][C:14]=4[C:19]([F:22])([F:20])[F:21])(=[O:12])=[O:11])[CH2:9][C@H:5]3[C:3]([OH:4])=[O:2])[NH:24][N:25]=2)[CH2:29][CH2:30]1, predict the reactants needed to synthesize it. The reactants are: C[O:2][C:3]([C@@H:5]1[CH2:9][C@@H:8]([S:10]([C:13]2[CH:18]=[CH:17][CH:16]=[CH:15][C:14]=2[C:19]([F:22])([F:21])[F:20])(=[O:12])=[O:11])[CH2:7][N:6]1[C:23]1[NH:24][N:25]=[C:26]([CH:28]2[CH2:30][CH2:29]2)[CH:27]=1)=[O:4].[OH-].[Li+]. (5) Given the product [Cl:32][CH2:14][C:6]1[CH:7]=[C:8]([C:10]([F:13])([F:12])[F:11])[CH:9]=[C:4]([N+:1]([O-:3])=[O:2])[CH:5]=1, predict the reactants needed to synthesize it. The reactants are: [N+:1]([C:4]1[CH:5]=[C:6]([CH2:14]O)[CH:7]=[C:8]([C:10]([F:13])([F:12])[F:11])[CH:9]=1)([O-:3])=[O:2].C(N(CC)CC)C.C1(C)C=CC(S([Cl:32])(=O)=O)=CC=1.CCOC(C)=O. (6) Given the product [Cl:10][C:11]1[CH:12]=[CH:13][C:14]([N:3]2[C:2]([Cl:1])=[C:6]([Cl:7])[N:5]=[CH:4]2)=[C:15]([C:17]([C:19]2[CH:24]=[CH:23][CH:22]=[C:21]([O:25][CH3:26])[C:20]=2[O:27][CH3:28])=[O:18])[CH:16]=1, predict the reactants needed to synthesize it. The reactants are: [Cl:1][C:2]1[N:3]=[CH:4][NH:5][C:6]=1[Cl:7].[H-].[Na+].[Cl:10][C:11]1[CH:12]=[CH:13][C:14](F)=[C:15]([C:17]([C:19]2[CH:24]=[CH:23][CH:22]=[C:21]([O:25][CH3:26])[C:20]=2[O:27][CH3:28])=[O:18])[CH:16]=1.C(OCC)(=O)C.